This data is from Full USPTO retrosynthesis dataset with 1.9M reactions from patents (1976-2016). The task is: Predict the reactants needed to synthesize the given product. (1) Given the product [NH2:19][C:14]1[CH:15]=[C:16]([CH3:18])[CH:17]=[C:12]([CH2:11][CH2:10][C:9]2[NH:1][C:2]3=[N:3][CH:4]=[C:5]([C:32]4[CH:33]=[CH:34][C:29]([C:28]([F:39])([F:38])[F:27])=[CH:30][CH:31]=4)[CH:6]=[C:7]3[N:8]=2)[N:13]=1, predict the reactants needed to synthesize it. The reactants are: [NH2:1][C:2]1[C:7]([NH:8][C:9](=O)[CH2:10][CH2:11][C:12]2[CH:17]=[C:16]([CH3:18])[CH:15]=[C:14]([NH2:19])[N:13]=2)=[CH:6][C:5](I)=[CH:4][N:3]=1.C(=O)(O)[O-].[Na+].[F:27][C:28]([F:39])([F:38])[C:29]1[CH:34]=[CH:33][C:32](B(O)O)=[CH:31][CH:30]=1. (2) Given the product [CH3:18][O:19][C:20]([C:22]1[CH:27]=[CH:26][C:25]([CH2:2][C:3]2[CH:8]=[C:7]([C:9]3[CH:14]=[CH:13][CH:12]=[C:11]([Cl:15])[CH:10]=3)[C:6]([O:16][CH3:17])=[CH:5][CH:4]=2)=[CH:24][N:23]=1)=[O:21], predict the reactants needed to synthesize it. The reactants are: Br[CH2:2][C:3]1[CH:4]=[CH:5][C:6]([O:16][CH3:17])=[C:7]([C:9]2[CH:14]=[CH:13][CH:12]=[C:11]([Cl:15])[CH:10]=2)[CH:8]=1.[CH3:18][O:19][C:20]([C:22]1[CH:27]=[CH:26][C:25](B2OC3(C)C(C)(C3)O2)=[CH:24][N:23]=1)=[O:21].C1(C)C=CC=CC=1.[O-]P([O-])([O-])=O.[K+].[K+].[K+]. (3) Given the product [ClH:1].[CH3:29][NH:30][S:31]([CH2:34][CH2:35][C:36]1[CH:37]=[CH:38][C:39]([NH:42][C:2]2[N:7]=[C:6]([N:8]([CH3:28])[C:9]3[CH:27]=[CH:26][C:12]4[N:13]([CH3:25])[C:14]([NH:16][CH2:17][CH2:18][C:19]5[CH:20]=[CH:21][CH:22]=[CH:23][CH:24]=5)=[N:15][C:11]=4[CH:10]=3)[CH:5]=[CH:4][N:3]=2)=[CH:40][CH:41]=1)(=[O:32])=[O:33], predict the reactants needed to synthesize it. The reactants are: [Cl:1][C:2]1[N:7]=[C:6]([N:8]([CH3:28])[C:9]2[CH:27]=[CH:26][C:12]3[N:13]([CH3:25])[C:14]([NH:16][CH2:17][CH2:18][C:19]4[CH:24]=[CH:23][CH:22]=[CH:21][CH:20]=4)=[N:15][C:11]=3[CH:10]=2)[CH:5]=[CH:4][N:3]=1.[CH3:29][NH:30][S:31]([CH2:34][CH2:35][C:36]1[CH:41]=[CH:40][C:39]([NH2:42])=[CH:38][CH:37]=1)(=[O:33])=[O:32].